Dataset: Forward reaction prediction with 1.9M reactions from USPTO patents (1976-2016). Task: Predict the product of the given reaction. (1) Given the reactants [CH:1]1([C:7]2[N:12]([C:13]3[CH:18]=[CH:17][CH:16]=[CH:15][CH:14]=3)[C:11](=[O:19])[CH:10]=[C:9]([OH:20])[N:8]=2)[CH2:6][CH2:5][CH2:4][CH2:3][CH2:2]1.[Cl-].C[Al+]C.CCCCCC.[NH2:31][C:32]1C=CC=CC=1.C1(C#N)CCCCC1.C(OCC)(=O)[CH2:47][C:48]([O:50]CC)=[O:49].C[O-:58].[Na+], predict the reaction product. The product is: [CH:1]1([C:7]2[N:12]([C:13]3[CH:14]=[CH:15][CH:16]=[CH:17][CH:18]=3)[C:11](=[O:19])[C:10]([C:32]([NH:31][CH2:47][C:48]([OH:50])=[O:49])=[O:58])=[C:9]([OH:20])[N:8]=2)[CH2:2][CH2:3][CH2:4][CH2:5][CH2:6]1. (2) Given the reactants [NH2:1][CH2:2][C:3]1[CH:4]=[CH:5][C:6]([F:30])=[C:7]([C:9]2[CH:14]=[CH:13][CH:12]=[C:11]([CH2:15][N:16]3[CH2:21][CH2:20][N:19](C(OC(C)(C)C)=O)[C@@H:18]([CH3:29])[CH2:17]3)[CH:10]=2)[CH:8]=1.CC(OC([N:38]1[CH2:43][CH2:42][CH:41]([C:44]2[CH:45]=[C:46]([CH:50]=[CH:51][CH:52]=2)[C:47]([OH:49])=O)[CH2:40][CH2:39]1)=O)(C)C, predict the reaction product. The product is: [F:30][C:6]1[C:7]([C:9]2[CH:14]=[CH:13][CH:12]=[C:11]([CH2:15][N:16]3[CH2:21][CH2:20][NH:19][C@@H:18]([CH3:29])[CH2:17]3)[CH:10]=2)=[CH:8][C:3]([CH2:2][NH:1][C:47](=[O:49])[C:46]2[CH:50]=[CH:51][CH:52]=[C:44]([CH:41]3[CH2:40][CH2:39][NH:38][CH2:43][CH2:42]3)[CH:45]=2)=[CH:4][CH:5]=1. (3) Given the reactants [CH2:1]([N:3]1[C:7]2[CH:8]=[CH:9][C:10]([C:12]([OH:14])=O)=[CH:11][C:6]=2[N:5]=[C:4]1[NH:15][C:16]1[S:17][C:18]2[CH:24]=[C:23]([C:25]([F:28])([F:27])[F:26])[CH:22]=[CH:21][C:19]=2[N:20]=1)[CH3:2].[CH3:29][O:30][CH2:31][CH2:32][NH2:33].CN(C(ON1N=NC2C=CC=CC1=2)=[N+](C)C)C.F[P-](F)(F)(F)(F)F.CCN(C(C)C)C(C)C, predict the reaction product. The product is: [CH3:29][O:30][CH2:31][CH2:32][NH:33][C:12]([C:10]1[CH:9]=[CH:8][C:7]2[N:3]([CH2:1][CH3:2])[C:4]([NH:15][C:16]3[S:17][C:18]4[CH:24]=[C:23]([C:25]([F:28])([F:27])[F:26])[CH:22]=[CH:21][C:19]=4[N:20]=3)=[N:5][C:6]=2[CH:11]=1)=[O:14]. (4) Given the reactants [C:1]([O:5][C:6]([NH:8][CH2:9][C:10]1[CH:15]=[CH:14][C:13](/[CH:16]=[CH:17]/[C:18](O)=[O:19])=[CH:12][C:11]=1[C:21]([F:24])([F:23])[F:22])=[O:7])([CH3:4])([CH3:3])[CH3:2].ClC1C=C(O)C2N=NNC=2C=1.Cl.C(N=C=NCCCN(C)C)C.CCN(C(C)C)C(C)C.[F:57][C:58]([F:72])([F:71])[CH:59]([C:61]1[CH:66]=[CH:65][CH:64]=[C:63]([C:67]([F:70])([F:69])[F:68])[CH:62]=1)[NH2:60], predict the reaction product. The product is: [O:19]=[C:18]([NH:60][CH:59]([C:61]1[CH:66]=[CH:65][CH:64]=[C:63]([C:67]([F:68])([F:69])[F:70])[CH:62]=1)[C:58]([F:71])([F:72])[F:57])/[CH:17]=[CH:16]/[C:13]1[CH:14]=[CH:15][C:10]([CH2:9][NH:8][C:6](=[O:7])[O:5][C:1]([CH3:4])([CH3:3])[CH3:2])=[C:11]([C:21]([F:22])([F:23])[F:24])[CH:12]=1. (5) Given the reactants [NH:1]1[CH2:5][CH2:4][N:3]=[C:2]1[CH2:6][CH:7]([C:16]1[CH:21]=[CH:20][CH:19]=[CH:18][N:17]=1)[C:8]1[CH:13]=[CH:12][CH:11]=[C:10]([O:14][CH3:15])[CH:9]=1.[H-].[Na+].[CH2:24](I)[CH2:25][CH3:26], predict the reaction product. The product is: [CH3:15][O:14][C:10]1[CH:9]=[C:8]([CH:7]([C:16]2[CH:21]=[CH:20][CH:19]=[CH:18][N:17]=2)[CH2:6][C:2]2[N:1]([CH2:24][CH2:25][CH3:26])[CH2:5][CH2:4][N:3]=2)[CH:13]=[CH:12][CH:11]=1.